This data is from Catalyst prediction with 721,799 reactions and 888 catalyst types from USPTO. The task is: Predict which catalyst facilitates the given reaction. (1) Reactant: [CH3:1][O:2][CH2:3][C:4]1[CH:9]=[CH:8][C:7]([C:10]2[C:11](=[O:20])[NH:12][C:13]3([CH2:19][CH2:18][CH2:17][CH2:16][CH2:15]3)[N:14]=2)=[CH:6][CH:5]=1.[H-].[Na+].Br[CH2:24][C:25]([NH:27][C:28]1[CH:33]=[CH:32][CH:31]=[C:30]([C:34]([F:37])([F:36])[F:35])[CH:29]=1)=O.[OH2:38]. Product: [CH3:1][O:2][CH2:3][C:4]1[CH:5]=[CH:6][C:7]([C:10]2[C:11](=[O:20])[N:12]([C:24](=[O:38])[CH2:25][NH:27][C:28]3[CH:33]=[CH:32][CH:31]=[C:30]([C:34]([F:37])([F:36])[F:35])[CH:29]=3)[C:13]3([CH2:15][CH2:16][CH2:17][CH2:18][CH2:19]3)[N:14]=2)=[CH:8][CH:9]=1. The catalyst class is: 9. (2) Reactant: NCCC[N:5]1[C:13]2[C:8](=[CH:9][C:10]([S:14]([N:17]3[CH2:21][CH2:20][CH2:19][C@H:18]3[CH2:22][O:23][C:24]3[CH:29]=[CH:28][CH:27]=[CH:26][CH:25]=3)(=[O:16])=[O:15])=[CH:11][CH:12]=2)[C:7]2(OCCC[O:30]2)[C:6]1=[O:35].N. Product: [O:23]([CH2:22][C@@H:18]1[CH2:19][CH2:20][CH2:21][N:17]1[S:14]([C:10]1[CH:9]=[C:8]2[C:13](=[CH:12][CH:11]=1)[NH:5][C:6](=[O:35])[C:7]2=[O:30])(=[O:16])=[O:15])[C:24]1[CH:29]=[CH:28][CH:27]=[CH:26][CH:25]=1. The catalyst class is: 14.